Task: Predict the product of the given reaction.. Dataset: Forward reaction prediction with 1.9M reactions from USPTO patents (1976-2016) (1) Given the reactants F[C:2]1[CH:7]=[CH:6][CH:5]=[C:4]([F:8])[N:3]=1.[NH2:9][CH2:10][CH:11]1[CH2:14][N:13]([C:15]([C:17]2[CH:22]=[CH:21][C:20]([S:23]([N:26]3[C:34]4[C:29](=[CH:30][CH:31]=[CH:32][CH:33]=4)[C:28]([C:35]4[CH:40]=[CH:39][CH:38]=[CH:37][CH:36]=4)=[CH:27]3)(=[O:25])=[O:24])=[CH:19][CH:18]=2)=[O:16])[CH2:12]1.C(N(CC)CC)C, predict the reaction product. The product is: [F:8][C:4]1[N:3]=[C:2]([NH:9][CH2:10][CH:11]2[CH2:12][N:13]([C:15]([C:17]3[CH:18]=[CH:19][C:20]([S:23]([N:26]4[C:34]5[C:29](=[CH:30][CH:31]=[CH:32][CH:33]=5)[C:28]([C:35]5[CH:40]=[CH:39][CH:38]=[CH:37][CH:36]=5)=[CH:27]4)(=[O:25])=[O:24])=[CH:21][CH:22]=3)=[O:16])[CH2:14]2)[CH:7]=[CH:6][CH:5]=1. (2) Given the reactants [CH:1]1([N:6]2[CH2:12][C:11]([F:14])([F:13])[C:10](=[O:15])[NH:9][C:8]3[CH:16]=[N:17][C:18]([NH:20][C:21]4[CH:29]=[CH:28][C:24]([C:25](O)=[O:26])=[CH:23][CH:22]=4)=[N:19][C:7]2=3)[CH2:5][CH2:4][CH2:3][CH2:2]1.F[P-](F)(F)(F)(F)F.C[N:38](C(N(C)C)=[N+]1C2C(=NC=CC=2)[N+]([O-])=N1)C.C(N(C(C)C)CC)(C)C.[Cl-].[NH4+], predict the reaction product. The product is: [CH:1]1([N:6]2[CH2:12][C:11]([F:14])([F:13])[C:10](=[O:15])[NH:9][C:8]3[CH:16]=[N:17][C:18]([NH:20][C:21]4[CH:22]=[CH:23][C:24]([C:25]([NH2:38])=[O:26])=[CH:28][CH:29]=4)=[N:19][C:7]2=3)[CH2:5][CH2:4][CH2:3][CH2:2]1.